Dataset: Peptide-MHC class II binding affinity with 134,281 pairs from IEDB. Task: Regression. Given a peptide amino acid sequence and an MHC pseudo amino acid sequence, predict their binding affinity value. This is MHC class II binding data. The peptide sequence is TSSTPEAVSLLCSDK. The binding affinity (normalized) is 0. The MHC is DRB1_1501 with pseudo-sequence DRB1_1501.